Dataset: Reaction yield outcomes from USPTO patents with 853,638 reactions. Task: Predict the reaction yield, written as a fraction of the theoretical maximum amount of product (1.0 means a 100% yield; for example, 0.34 means a 34% yield). (1) The reactants are Br[C:2]1[CH:3]=[C:4]2[C:8](=[CH:9][CH:10]=1)[N:7]([CH2:11][C:12]([O:14][CH2:15][CH3:16])=[O:13])[CH:6]=[C:5]2[CH2:17][C:18]#[N:19].[C:20]1(B(O)O)[CH:25]=[CH:24][CH:23]=[CH:22][CH:21]=1.C([O-])([O-])=O.[Na+].[Na+].O. The catalyst is COCCOC.CC([O-])=O.CC([O-])=O.[Pd+2].C1C=CC(P(C2C=CC=CC=2)C2C=CC=CC=2)=CC=1. The product is [C:18]([CH2:17][C:5]1[C:4]2[C:8](=[CH:9][CH:10]=[C:2]([C:20]3[CH:25]=[CH:24][CH:23]=[CH:22][CH:21]=3)[CH:3]=2)[N:7]([CH2:11][C:12]([O:14][CH2:15][CH3:16])=[O:13])[CH:6]=1)#[N:19]. The yield is 0.450. (2) The reactants are [C:1]([NH:6][C:7]1[NH:8][C:9](=[O:31])[C:10]2[N:11]=[CH:12][N:13]([C:29]=2[N:30]=1)[C@@H:14]1[O:28][C@H:18]([CH2:19][O:20][Si:21]([C:24]([CH3:27])([CH3:26])[CH3:25])([CH3:23])[CH3:22])[C@@H:16]([OH:17])[CH2:15]1)(=[O:5])[CH:2]([CH3:4])[CH3:3].C(O)(=O)C.C(OC(=O)C)(=O)C.C([O-])([O-])=O.[K+].[K+].[CH3:49][S:50]([CH3:52])=O. No catalyst specified. The product is [C:1]([NH:6][C:7]1[NH:8][C:9](=[O:31])[C:10]2[N:11]=[CH:12][N:13]([C:29]=2[N:30]=1)[C@@H:14]1[O:28][C@H:18]([CH2:19][O:20][Si:21]([C:24]([CH3:26])([CH3:25])[CH3:27])([CH3:23])[CH3:22])[C@@H:16]([O:17][CH2:49][S:50][CH3:52])[CH2:15]1)(=[O:5])[CH:2]([CH3:4])[CH3:3]. The yield is 0.690. (3) The reactants are Cl.CN(C)CCCN=C=NCC.ON1C2C=CC=CC=2N=N1.[CH2:23]([O:30][C:31]([NH:33][C:34]1([C:37]([OH:39])=O)[CH2:36][CH2:35]1)=[O:32])[C:24]1[CH:29]=[CH:28][CH:27]=[CH:26][CH:25]=1.[CH2:40]([NH:47][CH2:48][C:49]([O:51][CH2:52][CH3:53])=[O:50])[C:41]1[CH:46]=[CH:45][CH:44]=[CH:43][CH:42]=1. The catalyst is ClCCl. The product is [CH2:40]([N:47]([C:37]([C:34]1([NH:33][C:31]([O:30][CH2:23][C:24]2[CH:25]=[CH:26][CH:27]=[CH:28][CH:29]=2)=[O:32])[CH2:35][CH2:36]1)=[O:39])[CH2:48][C:49]([O:51][CH2:52][CH3:53])=[O:50])[C:41]1[CH:46]=[CH:45][CH:44]=[CH:43][CH:42]=1. The yield is 0.870. (4) The reactants are [OH:1][CH2:2][C:3]([CH3:19])([CH3:18])[CH2:4][NH:5][C:6]([NH:8][CH2:9][C:10]1[CH:15]=[CH:14][C:13]([O:16][CH3:17])=[CH:12][CH:11]=1)=[O:7].[NH2:20][C:21]1[CH:28]=[CH:27][CH:26]=[C:25](F)[C:22]=1[C:23]#[N:24]. No catalyst specified. The product is [NH2:20][C:21]1[C:22]([C:23]#[N:24])=[C:25]([CH:26]=[CH:27][CH:28]=1)[O:1][CH2:2][C:3]([CH3:19])([CH3:18])[CH2:4][NH:5][C:6]([NH:8][CH2:9][C:10]1[CH:11]=[CH:12][C:13]([O:16][CH3:17])=[CH:14][CH:15]=1)=[O:7]. The yield is 0.600. (5) The reactants are [OH:1][C:2]1[CH:3]=[C:4]2[C:9]3=[C:10]([CH2:12][CH2:13][CH2:14][N:8]3[CH:7]=[C:6]([C:15]([OH:17])=[O:16])[C:5]2=[O:18])[CH:11]=1.C(=O)([O-])[O-].[K+].[K+].Cl.[CH2:26]([N:33]([CH2:37][C:38]1[CH:43]=[CH:42][CH:41]=[CH:40][CH:39]=1)[CH2:34][CH2:35]Cl)[C:27]1[CH:32]=[CH:31][CH:30]=[CH:29][CH:28]=1. The catalyst is CN(C=O)C. The product is [CH2:26]([N:33]([CH2:37][C:38]1[CH:43]=[CH:42][CH:41]=[CH:40][CH:39]=1)[CH2:34][CH2:35][O:16][C:15]([C:6]1[C:5](=[O:18])[C:4]2[C:9]3=[C:10]([CH2:12][CH2:13][CH2:14][N:8]3[CH:7]=1)[CH:11]=[C:2]([O:1][CH2:35][CH2:34][N:33]([CH2:26][C:27]1[CH:32]=[CH:31][CH:30]=[CH:29][CH:28]=1)[CH2:37][C:38]1[CH:43]=[CH:42][CH:41]=[CH:40][CH:39]=1)[CH:3]=2)=[O:17])[C:27]1[CH:32]=[CH:31][CH:30]=[CH:29][CH:28]=1. The yield is 0.890.